From a dataset of Peptide-MHC class II binding affinity with 134,281 pairs from IEDB. Regression. Given a peptide amino acid sequence and an MHC pseudo amino acid sequence, predict their binding affinity value. This is MHC class II binding data. (1) The peptide sequence is DFEFEQMFTDAMG. The binding affinity (normalized) is 0.426. The MHC is DRB1_0401 with pseudo-sequence DRB1_0401. (2) The MHC is DRB1_0701 with pseudo-sequence DRB1_0701. The peptide sequence is AFKPVLVDEGRKVAI. The binding affinity (normalized) is 0.478. (3) The peptide sequence is YDKFLANVSTVLTLK. The MHC is DRB1_1101 with pseudo-sequence DRB1_1101. The binding affinity (normalized) is 0.596. (4) The peptide sequence is DTISSYFVGKMYF. The MHC is DRB4_0101 with pseudo-sequence DRB4_0103. The binding affinity (normalized) is 0. (5) The binding affinity (normalized) is 0.771. The MHC is HLA-DPA10103-DPB10301 with pseudo-sequence HLA-DPA10103-DPB10301. The peptide sequence is AVPLRLLGGLHRMVL. (6) The peptide sequence is HSNWRAMASDFNLPP. The MHC is H-2-IAb with pseudo-sequence H-2-IAb. The binding affinity (normalized) is 0.229. (7) The peptide sequence is TEAVQKIATESIVIWGKTPKFRL. The MHC is DRB3_0101 with pseudo-sequence DRB3_0101. The binding affinity (normalized) is 0.192. (8) The peptide sequence is YGIAAENVIDVKLVD. The MHC is DRB1_0101 with pseudo-sequence DRB1_0101. The binding affinity (normalized) is 0.348. (9) The peptide sequence is RQDSSSTGWNETIVE. The MHC is DRB3_0101 with pseudo-sequence DRB3_0101. The binding affinity (normalized) is 0.157.